This data is from Forward reaction prediction with 1.9M reactions from USPTO patents (1976-2016). The task is: Predict the product of the given reaction. (1) Given the reactants [CH3:1][O:2][C:3]1[CH:4]=[C:5]([CH:7]=[CH:8][CH:9]=1)[NH2:6].N(OCCC(C)C)=O.N([Si](C)(C)C)=[N+:19]=[N-:20].[C:25]([O:29][CH2:30][CH3:31])(=[O:28])[C:26]#[CH:27], predict the reaction product. The product is: [CH3:1][O:2][C:3]1[CH:4]=[C:5]([N:6]2[CH:27]=[C:26]([C:25]([O:29][CH2:30][CH3:31])=[O:28])[N:19]=[N:20]2)[CH:7]=[CH:8][CH:9]=1. (2) Given the reactants [C:1]([O-:4])([OH:3])=O.[Na+].[NH2:6][C:7]1[CH:8]=[C:9]([CH:13]=[CH:14][C:15]=1[OH:16])[C:10]([OH:12])=[O:11], predict the reaction product. The product is: [C:1]([C:8]1[C:7]([NH2:6])=[C:15]([OH:16])[CH:14]=[CH:13][C:9]=1[C:10]([OH:12])=[O:11])([O:4][C:9]([CH3:13])([CH3:10])[CH3:8])=[O:3]. (3) Given the reactants ClC1N=C(C2SC(C(C)C)=NC=2C2C=C(NS(C3C(F)=CC=CC=3F)(=O)=O)C=CC=2)C=CN=1.[NH2:34][C:35]1[C:36]([F:57])=[C:37]([C:41]2[N:42]=[C:43]([C:53]([CH3:56])([CH3:55])[CH3:54])[S:44][C:45]=2[C:46]2[CH:51]=[CH:50][N:49]=[C:48]([NH2:52])[N:47]=2)[CH:38]=[CH:39][CH:40]=1.[S:58]1[CH:62]=[CH:61][CH:60]=[C:59]1[S:63](Cl)(=[O:65])=[O:64], predict the reaction product. The product is: [NH2:52][C:48]1[N:47]=[C:46]([C:45]2[S:44][C:43]([C:53]([CH3:54])([CH3:56])[CH3:55])=[N:42][C:41]=2[C:37]2[C:36]([F:57])=[C:35]([NH:34][S:63]([C:59]3[S:58][CH:62]=[CH:61][CH:60]=3)(=[O:65])=[O:64])[CH:40]=[CH:39][CH:38]=2)[CH:51]=[CH:50][N:49]=1. (4) Given the reactants FC(F)(F)C(O)=O.[NH2:8][CH2:9][CH2:10][CH2:11][NH:12][C:13]1[N:18]=[C:17]([NH2:19])[C:16]([N+:20]([O-:22])=[O:21])=[CH:15][CH:14]=1.Cl[C:24]1[N:29]2[CH:30]=[CH:31][N:32]=[C:28]2[CH:27]=[C:26]([C:33]2[CH:38]=[CH:37][C:36]([Cl:39])=[CH:35][C:34]=2[Cl:40])[N:25]=1.CCN(C(C)C)C(C)C, predict the reaction product. The product is: [Cl:40][C:34]1[CH:35]=[C:36]([Cl:39])[CH:37]=[CH:38][C:33]=1[C:26]1[N:25]=[C:24]([NH:8][CH2:9][CH2:10][CH2:11][NH:12][C:13]2[N:18]=[C:17]([NH2:19])[C:16]([N+:20]([O-:22])=[O:21])=[CH:15][CH:14]=2)[N:29]2[CH:30]=[CH:31][N:32]=[C:28]2[CH:27]=1. (5) Given the reactants [N+:1]([C:4]1[CH:13]=[CH:12][CH:11]=[C:10]2[C:5]=1[CH:6]=[CH:7][C:8](Cl)=[N:9]2)([O-])=O.[F:15][C:16]([F:27])([F:26])[O:17][C:18]1[CH:25]=[CH:24][CH:23]=[CH:22][C:19]=1[CH2:20][NH2:21].[CH:28]([C:30]1[CH:38]=[CH:37][CH:36]=[C:35]2[C:31]=1[CH:32]=[CH:33][NH:34]2)=O, predict the reaction product. The product is: [NH:34]1[C:35]2[C:31](=[C:30]([CH2:28][NH:1][C:4]3[C:5]4[CH:6]=[CH:7][C:8]([NH:21][CH2:20][C:19]5[CH:22]=[CH:23][CH:24]=[CH:25][C:18]=5[O:17][C:16]([F:26])([F:27])[F:15])=[N:9][C:10]=4[CH:11]=[CH:12][CH:13]=3)[CH:38]=[CH:37][CH:36]=2)[CH:32]=[CH:33]1. (6) Given the reactants C(N(CC)CC)C.[Cl-].[CH2:9]([O:11][C:12]([C:14]1([NH3+:17])[CH2:16][CH2:15]1)=[O:13])[CH3:10].[N:18]1[CH:23]=[C:22]([C:24](O)=[O:25])[CH:21]=[N:20][CH:19]=1.C(Cl)CCl.C1C=NC2N(O)N=NC=2C=1, predict the reaction product. The product is: [N:18]1[CH:23]=[C:22]([C:24]([NH:17][C:14]2([C:12]([O:11][CH2:9][CH3:10])=[O:13])[CH2:16][CH2:15]2)=[O:25])[CH:21]=[N:20][CH:19]=1. (7) Given the reactants [O:1]1[CH:4]([CH3:5])[C:2]1([CH3:6])[CH3:3].[CH2:7]([NH2:9])[CH3:8], predict the reaction product. The product is: [CH2:7]([NH:9][CH:4]([CH3:5])[C:2]([CH3:6])([OH:1])[CH3:3])[CH3:8].